Dataset: Full USPTO retrosynthesis dataset with 1.9M reactions from patents (1976-2016). Task: Predict the reactants needed to synthesize the given product. (1) Given the product [CH3:1][C:2]1([CH3:9])[C@H:7]2[C@@H:3]1[CH2:4][O:5][C:6]2=[O:8], predict the reactants needed to synthesize it. The reactants are: [CH3:1][C:2]1([CH3:9])[CH:7]2[CH:3]1[CH2:4][O:5][C:6]2=[O:8].OC[C@H]1[C@H](C(O)=O)C1(C)C. (2) Given the product [O:4]=[C:5]1[CH2:6][CH2:7][CH:8]([N:11]2[CH2:15][CH2:14][CH2:13][C:12]2=[O:16])[CH2:9][CH2:10]1, predict the reactants needed to synthesize it. The reactants are: O1[C:5]2([CH2:10][CH2:9][CH:8]([N:11]3[CH2:15][CH2:14][CH2:13][C:12]3=[O:16])[CH2:7][CH2:6]2)[O:4]CC1.[OH-].[Na+]. (3) Given the product [CH2:20]([O:19][C:17]([N:14]1[CH2:15][CH2:16][N:11]([C:8]2[CH:7]=[N:6][C:5]([C:3](=[O:2])[N:36]([CH3:37])[CH3:35])=[CH:10][N:9]=2)[CH:12]([C:27]2[CH:28]=[CH:29][CH:30]=[CH:31][CH:32]=2)[CH2:13]1)=[O:18])[C:21]1[CH:22]=[CH:23][CH:24]=[CH:25][CH:26]=1, predict the reactants needed to synthesize it. The reactants are: C[O:2][C:3]([C:5]1[N:6]=[CH:7][C:8]([N:11]2[CH2:16][CH2:15][N:14]([C:17]([O:19][CH2:20][C:21]3[CH:26]=[CH:25][CH:24]=[CH:23][CH:22]=3)=[O:18])[CH2:13][CH:12]2[C:27]2[CH:32]=[CH:31][CH:30]=[CH:29][CH:28]=2)=[N:9][CH:10]=1)=O.[OH-].[Li+].[CH3:35][N:36](C1C=CC=CN=1)[CH3:37].CNC.C(O)(=O)CC(CC(O)=O)(C(O)=O)O. (4) Given the product [NH2:1][C:2]1[C:3]([C:16]2[CH:48]=[CH:47][C:19]([C:20]([NH:22][C@@H:23]([C:39]3[CH:44]=[C:43]([F:45])[CH:42]=[C:41]([Br:46])[CH:40]=3)[CH2:24][NH:25][CH3:38])=[O:21])=[C:18]([F:49])[CH:17]=2)=[N:4][C:5]([C@H:8]2[CH2:13][CH2:12][C@H:11]([OH:14])[C@@H:10]([F:15])[CH2:9]2)=[CH:6][N:7]=1, predict the reactants needed to synthesize it. The reactants are: [NH2:1][C:2]1[C:3]([C:16]2[CH:48]=[CH:47][C:19]([C:20]([NH:22][C@@H:23]([C:39]3[CH:44]=[C:43]([F:45])[CH:42]=[C:41]([Br:46])[CH:40]=3)[CH2:24][N:25]([CH3:38])S(C3C=CC=CC=3[N+]([O-])=O)(=O)=O)=[O:21])=[C:18]([F:49])[CH:17]=2)=[N:4][C:5]([C@H:8]2[CH2:13][CH2:12][C@H:11]([OH:14])[C@@H:10]([F:15])[CH2:9]2)=[CH:6][N:7]=1.SC1C=CC(C(O)=O)=CC=1.O[Li].O. (5) Given the product [CH3:27][N:28]1[CH2:33][CH2:32][N:31]([C:2]2[CH:10]=[C:9]3[C:5]([CH2:6][N:7]([CH2:12][CH2:13][C:14]4[CH:19]=[CH:18][C:17]([O:20][C:21]5[CH:26]=[CH:25][CH:24]=[CH:23][CH:22]=5)=[CH:16][CH:15]=4)[C:8]3=[O:11])=[CH:4][CH:3]=2)[CH2:30][CH2:29]1, predict the reactants needed to synthesize it. The reactants are: Br[C:2]1[CH:10]=[C:9]2[C:5]([CH2:6][N:7]([CH2:12][CH2:13][C:14]3[CH:19]=[CH:18][C:17]([O:20][C:21]4[CH:26]=[CH:25][CH:24]=[CH:23][CH:22]=4)=[CH:16][CH:15]=3)[C:8]2=[O:11])=[CH:4][CH:3]=1.[CH3:27][N:28]1[CH2:33][CH2:32][NH:31][CH2:30][CH2:29]1.C1C=CC(P(C2C(C3C(P(C4C=CC=CC=4)C4C=CC=CC=4)=CC=C4C=3C=CC=C4)=C3C(C=CC=C3)=CC=2)C2C=CC=CC=2)=CC=1.CC(C)([O-])C.[Na+].